This data is from NCI-60 drug combinations with 297,098 pairs across 59 cell lines. The task is: Regression. Given two drug SMILES strings and cell line genomic features, predict the synergy score measuring deviation from expected non-interaction effect. (1) Drug 1: CC1=C(C=C(C=C1)C(=O)NC2=CC(=CC(=C2)C(F)(F)F)N3C=C(N=C3)C)NC4=NC=CC(=N4)C5=CN=CC=C5. Drug 2: C(CCl)NC(=O)N(CCCl)N=O. Cell line: RPMI-8226. Synergy scores: CSS=13.4, Synergy_ZIP=-1.16, Synergy_Bliss=-1.60, Synergy_Loewe=-1.60, Synergy_HSA=1.20. (2) Drug 1: C1=NC2=C(N=C(N=C2N1C3C(C(C(O3)CO)O)F)Cl)N. Drug 2: CN(C(=O)NC(C=O)C(C(C(CO)O)O)O)N=O. Cell line: NCIH23. Synergy scores: CSS=30.0, Synergy_ZIP=1.03, Synergy_Bliss=4.82, Synergy_Loewe=-36.5, Synergy_HSA=0.837. (3) Drug 1: CC(C1=C(C=CC(=C1Cl)F)Cl)OC2=C(N=CC(=C2)C3=CN(N=C3)C4CCNCC4)N. Drug 2: CCN(CC)CCCC(C)NC1=C2C=C(C=CC2=NC3=C1C=CC(=C3)Cl)OC. Cell line: MCF7. Synergy scores: CSS=46.0, Synergy_ZIP=7.90, Synergy_Bliss=11.1, Synergy_Loewe=9.98, Synergy_HSA=10.8. (4) Drug 1: C1CC(=O)NC(=O)C1N2CC3=C(C2=O)C=CC=C3N. Drug 2: CCC(=C(C1=CC=CC=C1)C2=CC=C(C=C2)OCCN(C)C)C3=CC=CC=C3.C(C(=O)O)C(CC(=O)O)(C(=O)O)O. Cell line: PC-3. Synergy scores: CSS=7.22, Synergy_ZIP=8.62, Synergy_Bliss=-2.18, Synergy_Loewe=-0.00914, Synergy_HSA=0.00734. (5) Drug 1: CCN(CC)CCNC(=O)C1=C(NC(=C1C)C=C2C3=C(C=CC(=C3)F)NC2=O)C. Drug 2: CCC1=C2CN3C(=CC4=C(C3=O)COC(=O)C4(CC)O)C2=NC5=C1C=C(C=C5)O. Cell line: UACC62. Synergy scores: CSS=54.3, Synergy_ZIP=6.73, Synergy_Bliss=8.34, Synergy_Loewe=6.02, Synergy_HSA=12.8. (6) Drug 1: CN(CC1=CN=C2C(=N1)C(=NC(=N2)N)N)C3=CC=C(C=C3)C(=O)NC(CCC(=O)O)C(=O)O. Drug 2: C1=NNC2=C1C(=O)NC=N2. Cell line: SK-MEL-5. Synergy scores: CSS=51.5, Synergy_ZIP=-0.482, Synergy_Bliss=1.16, Synergy_Loewe=-65.5, Synergy_HSA=0.985. (7) Drug 1: CC1=CC2C(CCC3(C2CCC3(C(=O)C)OC(=O)C)C)C4(C1=CC(=O)CC4)C. Drug 2: COC1=NC(=NC2=C1N=CN2C3C(C(C(O3)CO)O)O)N. Cell line: SR. Synergy scores: CSS=-2.81, Synergy_ZIP=1.47, Synergy_Bliss=2.20, Synergy_Loewe=0.824, Synergy_HSA=-0.484.